Dataset: Reaction yield outcomes from USPTO patents with 853,638 reactions. Task: Predict the reaction yield, written as a fraction of the theoretical maximum amount of product (1.0 means a 100% yield; for example, 0.34 means a 34% yield). (1) The yield is 0.200. The reactants are [N+]([O-])(O)=O.OS(O)(=O)=O.[CH3:10][C:11]1C=C(C=CC=1)C(O)=O.CC1C([N+]([O-])=O)=C(C([N+]([O-])=O)=CC=1)C(O)=O.[CH3:36][C:37]1[C:38]([N+:49]([O-:51])=[O:50])=[CH:39][C:40]([N+:46]([O-:48])=[O:47])=[C:41]([CH:45]=1)[C:42]([OH:44])=[O:43].O=S(Cl)Cl. The product is [CH2:10]([O:43][C:42](=[O:44])[C:41]1[CH:45]=[C:37]([CH3:36])[C:38]([N+:49]([O-:51])=[O:50])=[CH:39][C:40]=1[N+:46]([O-:48])=[O:47])[CH3:11]. The catalyst is CCO. (2) The reactants are [Br:1][C:2]1[C:14]([F:15])=[CH:13][C:5]2[S:6][C:7]([C:9]([O:11]C)=[O:10])=[CH:8][C:4]=2[CH:3]=1.[Li+].[OH-].O. The catalyst is C1COCC1. The product is [Br:1][C:2]1[C:14]([F:15])=[CH:13][C:5]2[S:6][C:7]([C:9]([OH:11])=[O:10])=[CH:8][C:4]=2[CH:3]=1. The yield is 0.850. (3) The reactants are C[Si]([C:5]#[C:6][C:7]1[CH:8]=[CH:9][C:10]([NH2:13])=[N:11][CH:12]=1)(C)C.C([O-])([O-])=O.[K+].[K+]. The catalyst is C1COCC1.CO. The product is [C:6]([C:7]1[CH:8]=[CH:9][C:10]([NH2:13])=[N:11][CH:12]=1)#[CH:5]. The yield is 0.730.